From a dataset of Peptide-MHC class I binding affinity with 185,985 pairs from IEDB/IMGT. Regression. Given a peptide amino acid sequence and an MHC pseudo amino acid sequence, predict their binding affinity value. This is MHC class I binding data. (1) The peptide sequence is YFTFDLTAL. The MHC is HLA-A26:01 with pseudo-sequence HLA-A26:01. The binding affinity (normalized) is 0.0847. (2) The peptide sequence is AYIESEATTPV. The MHC is Patr-A0901 with pseudo-sequence Patr-A0901. The binding affinity (normalized) is 0.778. (3) The peptide sequence is QLPEATFMV. The MHC is HLA-A02:01 with pseudo-sequence HLA-A02:01. The binding affinity (normalized) is 0.297. (4) The peptide sequence is YSQGAFTPL. The MHC is HLA-B40:01 with pseudo-sequence HLA-B40:01. The binding affinity (normalized) is 0.436.